From a dataset of Reaction yield outcomes from USPTO patents with 853,638 reactions. Predict the reaction yield, written as a fraction of the theoretical maximum amount of product (1.0 means a 100% yield; for example, 0.34 means a 34% yield). (1) The reactants are C([O:8][C:9]1[C:13]([O:14]CC2C=CC=CC=2)=[C:12]([C:22]#[N:23])[N:11]([C:24]2[CH:29]=[CH:28][C:27]([O:30][CH3:31])=[CH:26][CH:25]=2)[C:10]=1[C:32]#[N:33])C1C=CC=CC=1. The catalyst is C1COCC1.[Pd]. The product is [OH:8][C:9]1[C:13]([OH:14])=[C:12]([C:22]#[N:23])[N:11]([C:24]2[CH:25]=[CH:26][C:27]([O:30][CH3:31])=[CH:28][CH:29]=2)[C:10]=1[C:32]#[N:33]. The yield is 0.140. (2) The reactants are Br[C:2]1[N:7]=[CH:6][C:5]([CH2:8][CH2:9][S:10]([NH:13][C:14]2[CH:19]=[CH:18][CH:17]=[CH:16][C:15]=2[S:20]([NH2:23])(=[O:22])=[O:21])(=[O:12])=[O:11])=[CH:4][CH:3]=1.[CH:24]1([C:30]#[CH:31])[CH2:29][CH2:28][CH2:27][CH2:26][CH2:25]1. No catalyst specified. The product is [CH:24]1([C:30]#[C:31][C:2]2[N:7]=[CH:6][C:5]([CH2:8][CH2:9][S:10]([NH:13][C:14]3[CH:19]=[CH:18][CH:17]=[CH:16][C:15]=3[S:20]([NH2:23])(=[O:22])=[O:21])(=[O:12])=[O:11])=[CH:4][CH:3]=2)[CH2:29][CH2:28][CH2:27][CH2:26][CH2:25]1. The yield is 0.250. (3) The catalyst is CN(C)C=O.O.C(N(CC)CC)C. The yield is 0.950. The product is [N+:1]([C:4]1[CH:5]=[CH:6][CH:7]=[C:8]2[C:12]=1[NH:11][C:10]([C:13]([NH:61][CH2:60][CH2:59][S:58][C:39]([C:46]1[CH:51]=[CH:50][CH:49]=[CH:48][CH:47]=1)([C:40]1[CH:41]=[CH:42][CH:43]=[CH:44][CH:45]=1)[C:52]1[CH:57]=[CH:56][CH:55]=[CH:54][CH:53]=1)=[O:15])=[CH:9]2)([O-:3])=[O:2]. The reactants are [N+:1]([C:4]1[CH:5]=[CH:6][CH:7]=[C:8]2[C:12]=1[NH:11][C:10]([C:13]([OH:15])=O)=[CH:9]2)([O-:3])=[O:2].N1(O)C2C=CC=CC=2N=N1.Cl.CN(C)CCCN=C=NCC.Cl.[C:39]([S:58][CH2:59][CH2:60][NH2:61])([C:52]1[CH:57]=[CH:56][CH:55]=[CH:54][CH:53]=1)([C:46]1[CH:51]=[CH:50][CH:49]=[CH:48][CH:47]=1)[C:40]1[CH:45]=[CH:44][CH:43]=[CH:42][CH:41]=1. (4) The reactants are [Cl:1][C:2]1[CH:11]=[CH:10][C:5]([C:6]([O:8][CH3:9])=[O:7])=[C:4]([NH:12][CH2:13][CH2:14][CH2:15][Cl:16])[C:3]=1[N+:17]([O-])=O. The catalyst is CC(O)=O.[Fe]. The product is [NH2:17][C:3]1[C:4]([NH:12][CH2:13][CH2:14][CH2:15][Cl:16])=[C:5]([CH:10]=[CH:11][C:2]=1[Cl:1])[C:6]([O:8][CH3:9])=[O:7]. The yield is 0.810. (5) The reactants are Cl.[CH3:2][C:3]1[C:7]([CH2:8][N:9]2[CH:13]=[C:12]([NH2:14])[CH:11]=[N:10]2)=[C:6]([CH3:15])[O:5][N:4]=1.[OH:16][C:17]1[C:22]([O:23][CH3:24])=[CH:21][C:20]([CH2:25][C:26](O)=[O:27])=[CH:19][C:18]=1[O:29][CH3:30].C1CN([P+](ON2N=NC3C=CC=CC2=3)(N2CCCC2)N2CCCC2)CC1.F[P-](F)(F)(F)(F)F.C(N(CC)CC)C. The catalyst is CN(C=O)C.Cl. The product is [CH3:2][C:3]1[C:7]([CH2:8][N:9]2[CH:13]=[C:12]([NH:14][C:26](=[O:27])[CH2:25][C:20]3[CH:21]=[C:22]([O:23][CH3:24])[C:17]([OH:16])=[C:18]([O:29][CH3:30])[CH:19]=3)[CH:11]=[N:10]2)=[C:6]([CH3:15])[O:5][N:4]=1. The yield is 0.290. (6) The reactants are [NH2:1][C:2]1[N:7]=[C:6]([NH:8][CH2:9][CH2:10][CH2:11][N:12](C)[C:13](=O)OC(C)(C)C)[CH:5]=[CH:4][N:3]=1.[ClH:21].O1CCOCC1. The catalyst is CO. The product is [ClH:21].[ClH:21].[CH3:13][NH:12][CH2:11][CH2:10][CH2:9][NH:8][C:6]1[CH:5]=[CH:4][N:3]=[C:2]([NH2:1])[N:7]=1. The yield is 0.166. (7) The reactants are [Cl:1][C:2]1[CH:8]=[CH:7][C:6]([F:9])=[CH:5][C:3]=1[NH2:4].Br.Br[CH:12]([C:14]1[CH:15]=[C:16]([C:31]([N:33]([CH3:35])[CH3:34])=[O:32])[CH:17]=[C:18]2[C:23]=1[O:22][C:21]([N:24]1[CH2:29][CH2:28][O:27][CH2:26][CH2:25]1)=[CH:20][C:19]2=[O:30])[CH3:13]. No catalyst specified. The product is [Cl:1][C:2]1[CH:8]=[CH:7][C:6]([F:9])=[CH:5][C:3]=1[NH:4][CH:12]([C:14]1[CH:15]=[C:16]([C:31]([N:33]([CH3:35])[CH3:34])=[O:32])[CH:17]=[C:18]2[C:23]=1[O:22][C:21]([N:24]1[CH2:29][CH2:28][O:27][CH2:26][CH2:25]1)=[CH:20][C:19]2=[O:30])[CH3:13]. The yield is 0.470. (8) No catalyst specified. The yield is 0.500. The reactants are [Br:1][C:2]1[CH:7]=[C:6]([F:8])[CH:5]=[CH:4][C:3]=1[CH:9]1[C:14]([C:15]([O:17][CH2:18][CH3:19])=[O:16])=[C:13]([CH3:20])[NH:12][C:11]([C:21]2[S:22][CH:23]=[C:24]([CH2:26][C:27]([NH:29][CH:30]([CH3:32])[CH3:31])=[O:28])[N:25]=2)=[N:10]1.C1C(=O)N([Br:40])C(=O)C1. The product is [Br:1][C:2]1[CH:7]=[C:6]([F:8])[CH:5]=[CH:4][C:3]=1[CH:9]1[C:14]([C:15]([O:17][CH2:18][CH3:19])=[O:16])=[C:13]([CH2:20][Br:40])[NH:12][C:11]([C:21]2[S:22][CH:23]=[C:24]([CH2:26][C:27]([NH:29][CH:30]([CH3:31])[CH3:32])=[O:28])[N:25]=2)=[N:10]1. (9) The reactants are [C:1]1([C:28]2[CH:33]=[CH:32][CH:31]=[CH:30][CH:29]=2)[CH:6]=[CH:5][CH:4]=[CH:3][C:2]=1[N:7]([C:20]1[CH:25]=[CH:24][C:23]([O:26]C)=[CH:22][CH:21]=1)[C:8]1[C:9]([C:14]2[CH:19]=[CH:18][CH:17]=[CH:16][CH:15]=2)=[CH:10][CH:11]=[CH:12][CH:13]=1.Cl.N1C=CC=CC=1.N1C=CC=CC=1.[F:47][C:48]([F:61])([F:60])[S:49](O[S:49]([C:48]([F:61])([F:60])[F:47])(=[O:51])=[O:50])(=[O:51])=[O:50]. No catalyst specified. The product is [F:47][C:48]([F:61])([F:60])[S:49]([O:26][C:23]1[CH:22]=[CH:21][C:20]([N:7]([C:2]2[CH:3]=[CH:4][CH:5]=[CH:6][C:1]=2[C:28]2[CH:29]=[CH:30][CH:31]=[CH:32][CH:33]=2)[C:8]2[CH:13]=[CH:12][CH:11]=[CH:10][C:9]=2[C:14]2[CH:15]=[CH:16][CH:17]=[CH:18][CH:19]=2)=[CH:25][CH:24]=1)(=[O:51])=[O:50]. The yield is 0.760. (10) The reactants are [CH2:1]([O:3][C:4]1[CH:5]=[CH:6][C:7]([F:23])=[C:8]([C:10]2[CH:15]=[C:14]([CH3:16])[N:13]=[C:12]([C:17](OCC)=[O:18])[C:11]=2[CH3:22])[CH:9]=1)[CH3:2].[BH4-].[Na+].Cl. The catalyst is C(O)C. The product is [CH2:1]([O:3][C:4]1[CH:5]=[CH:6][C:7]([F:23])=[C:8]([C:10]2[CH:15]=[C:14]([CH3:16])[N:13]=[C:12]([CH2:17][OH:18])[C:11]=2[CH3:22])[CH:9]=1)[CH3:2]. The yield is 0.906.